From a dataset of Full USPTO retrosynthesis dataset with 1.9M reactions from patents (1976-2016). Predict the reactants needed to synthesize the given product. Given the product [ClH:20].[CH3:24][O:23][C:21]([C:9]1([NH2:8])[CH2:10][CH2:11][CH2:12]1)=[O:22], predict the reactants needed to synthesize it. The reactants are: C(OC([N:8]1[CH2:12][C@H:11](OC2C=CN=C([Cl:20])N=2)[CH2:10][C@H:9]1[C:21]([OH:23])=[O:22])=O)(C)(C)C.[CH:24]1(S([C@@]2(NC(=O)O)C[C@]2(C(N)=O)C=C)(=O)=O)CC1.CCN(C(C)C)C(C)C.C1C=CC2N(O)N=NC=2C=1.CN(C(ON1N=NC2C=CC=CC1=2)=[N+](C)C)C.F[P-](F)(F)(F)(F)F.